Dataset: Ames mutagenicity test results for genotoxicity prediction. Task: Regression/Classification. Given a drug SMILES string, predict its toxicity properties. Task type varies by dataset: regression for continuous values (e.g., LD50, hERG inhibition percentage) or binary classification for toxic/non-toxic outcomes (e.g., AMES mutagenicity, cardiotoxicity, hepatotoxicity). Dataset: ames. (1) The result is 0 (non-mutagenic). The compound is NC(CO)C(=O)O. (2) The compound is Oc1nc(Cl)nc(Cl)n1. The result is 0 (non-mutagenic). (3) The drug is C(CC1CO1)C1CO1. The result is 1 (mutagenic). (4) The molecule is Br[C@H]1CC[C@@H](Br)[C@H](Br)CC[C@H](Br)[C@H](Br)CC[C@H]1Br. The result is 0 (non-mutagenic). (5) The molecule is O=NN1CCSC1CO. The result is 1 (mutagenic). (6) The compound is CCOP(=S)(OCC)Oc1ccc([N+](=O)[O-])cc1. The result is 0 (non-mutagenic). (7) The compound is O=C1CN(CCCN2CC(=O)NC(=O)C2)CC(=O)N1. The result is 0 (non-mutagenic). (8) The molecule is C=CCOC(=O)c1ccccc1N. The result is 0 (non-mutagenic). (9) The molecule is NCC(=O)NCC(=O)NCC(=O)NCC(=O)O. The result is 0 (non-mutagenic). (10) The compound is C=C(Cl)CSC(=S)N(CC)CC. The result is 1 (mutagenic).